This data is from Reaction yield outcomes from USPTO patents with 853,638 reactions. The task is: Predict the reaction yield, written as a fraction of the theoretical maximum amount of product (1.0 means a 100% yield; for example, 0.34 means a 34% yield). (1) The reactants are Cl.[C:2]1([C@@H:8]2[CH2:10][C@H:9]2[NH2:11])[CH:7]=[CH:6][CH:5]=[CH:4][CH:3]=1.[C:12]([C:14]1[CH:21]=[CH:20][C:17]([CH:18]=O)=[CH:16][CH:15]=1)#[N:13].[BH-](OC(C)=O)(OC(C)=O)OC(C)=O.[Na+]. The catalyst is C(Cl)Cl.O. The product is [C:2]1([C@@H:8]2[CH2:10][C@H:9]2[NH:11][CH2:18][C:17]2[CH:20]=[CH:21][C:14]([C:12]#[N:13])=[CH:15][CH:16]=2)[CH:7]=[CH:6][CH:5]=[CH:4][CH:3]=1. The yield is 0.190. (2) The reactants are Cl[C:2]1[C:7]([C:8]([F:11])([F:10])[F:9])=[CH:6][N:5]=[C:4]([NH:12][C:13]2[CH:27]=[CH:26][C:16]([CH2:17][P:18](=[O:25])([O:22][CH2:23][CH3:24])[O:19][CH2:20][CH3:21])=[CH:15][CH:14]=2)[N:3]=1.[NH2:28][C:29]1[CH:30]=[CH:31][CH:32]=[C:33]2[C:37]=1[C:36](=[O:38])[N:35]([CH3:39])[CH:34]2[CH3:40].C([O-])(O)=O.[Na+]. No catalyst specified. The product is [CH3:40][CH:34]1[C:33]2[C:37](=[C:29]([NH:28][C:2]3[C:7]([C:8]([F:10])([F:9])[F:11])=[CH:6][N:5]=[C:4]([NH:12][C:13]4[CH:14]=[CH:15][C:16]([CH2:17][P:18](=[O:25])([O:22][CH2:23][CH3:24])[O:19][CH2:20][CH3:21])=[CH:26][CH:27]=4)[N:3]=3)[CH:30]=[CH:31][CH:32]=2)[C:36](=[O:38])[N:35]1[CH3:39]. The yield is 0.650. (3) The reactants are [CH3:1][O:2][C:3](=[O:12])[C:4]1[CH:9]=[CH:8][C:7]([NH2:10])=[C:6]([NH2:11])[CH:5]=1.O.[N:14]#[C:15][Br:16]. The catalyst is C(#N)C. The product is [BrH:16].[NH2:14][C:15]1[NH:10][C:7]2[CH:8]=[CH:9][C:4]([C:3]([O:2][CH3:1])=[O:12])=[CH:5][C:6]=2[N:11]=1. The yield is 0.980. (4) The reactants are Br[C:2]1[C:7](=[O:8])[N:6]([CH2:9][C:10]2[CH:15]=[CH:14][C:13]([C:16]3[C:17]([C:22]#[N:23])=[CH:18][CH:19]=[CH:20][CH:21]=3)=[CH:12][CH:11]=2)[C:5]([CH2:24][CH2:25][CH3:26])=[N:4][C:3]=1[CH2:27][CH3:28].[CH3:29][C:30]1[CH:35]=[C:34]([CH3:36])[N:33]=[C:32]([OH:37])[CH:31]=1.[OH-].[K+].CS(C)=O. The catalyst is C(OCC)(=O)C. The product is [CH3:29][C:30]1[CH:35]=[C:34]([CH3:36])[N:33]=[C:32]([O:37][C:2]2[C:7](=[O:8])[N:6]([CH2:9][C:10]3[CH:15]=[CH:14][C:13]([C:16]4[C:17]([C:22]#[N:23])=[CH:18][CH:19]=[CH:20][CH:21]=4)=[CH:12][CH:11]=3)[C:5]([CH2:24][CH2:25][CH3:26])=[N:4][C:3]=2[CH2:27][CH3:28])[CH:31]=1. The yield is 0.480. (5) The reactants are [CH2:1]([N:3]1[CH2:8][CH2:7][N:6]2[N:9]=[C:10]([NH2:12])[CH:11]=[C:5]2[CH2:4]1)[CH3:2].Br[C:14]1[C:15](=[O:22])[N:16]([CH3:21])[CH:17]=[C:18]([Br:20])[CH:19]=1.CC1(C)C2C(=C(P(C3C=CC=CC=3)C3C=CC=CC=3)C=CC=2)OC2C(P(C3C=CC=CC=3)C3C=CC=CC=3)=CC=CC1=2.C(=O)([O-])[O-].[Cs+].[Cs+]. The catalyst is C1C=CC(/C=C/C(/C=C/C2C=CC=CC=2)=O)=CC=1.C1C=CC(/C=C/C(/C=C/C2C=CC=CC=2)=O)=CC=1.C1C=CC(/C=C/C(/C=C/C2C=CC=CC=2)=O)=CC=1.[Pd].[Pd].O1CCOCC1. The product is [Br:20][C:18]1[CH:19]=[C:14]([NH:12][C:10]2[CH:11]=[C:5]3[CH2:4][N:3]([CH2:1][CH3:2])[CH2:8][CH2:7][N:6]3[N:9]=2)[C:15](=[O:22])[N:16]([CH3:21])[CH:17]=1. The yield is 0.290. (6) The reactants are C([O:3][C:4](=O)[CH2:5][N:6]1[CH:11]=[CH:10][CH:9]=[C:8]([O:12][CH3:13])[C:7]1=[O:14])C.O.[NH2:17][NH2:18]. The catalyst is C(O)C. The product is [CH3:13][O:12][C:8]1[C:7](=[O:14])[N:6]([CH2:5][C:4]([NH:17][NH2:18])=[O:3])[CH:11]=[CH:10][CH:9]=1. The yield is 0.830. (7) The reactants are [C:1]1([C:7]2[O:11][C:10]([C:12]([N:14]3[CH2:17][CH:16]([O:18][C:19]4[CH:26]=[CH:25][C:22]([CH:23]=O)=[CH:21][CH:20]=4)[CH2:15]3)=[O:13])=[N:9][N:8]=2)[CH:6]=[CH:5][CH:4]=[CH:3][CH:2]=1.Cl.[F:28][CH:29]([F:34])[CH:30]1[CH2:33][NH:32][CH2:31]1.CCN(C(C)C)C(C)C.C(O[BH-](OC(=O)C)OC(=O)C)(=O)C.[Na+]. The catalyst is C(Cl)Cl. The product is [F:28][CH:29]([F:34])[CH:30]1[CH2:33][N:32]([CH2:23][C:22]2[CH:21]=[CH:20][C:19]([O:18][CH:16]3[CH2:17][N:14]([C:12]([C:10]4[O:11][C:7]([C:1]5[CH:6]=[CH:5][CH:4]=[CH:3][CH:2]=5)=[N:8][N:9]=4)=[O:13])[CH2:15]3)=[CH:26][CH:25]=2)[CH2:31]1. The yield is 0.190. (8) The reactants are [OH:1][C:2]1[CH:18]=[CH:17][C:5]([C:6]([O:8][CH2:9][CH:10]([CH2:14][C:15]#[CH:16])[CH2:11][C:12]#[CH:13])=[O:7])=[CH:4][CH:3]=1.[Cl:19][C:20](Cl)([O:22]C(=O)OC(Cl)(Cl)Cl)Cl.N1C=CC=CC=1. The catalyst is C(Cl)Cl. The product is [Cl:19][C:20]([O:1][C:2]1[CH:3]=[CH:4][C:5]([C:6]([O:8][CH2:9][CH:10]([CH2:11][C:12]#[CH:13])[CH2:14][C:15]#[CH:16])=[O:7])=[CH:17][CH:18]=1)=[O:22]. The yield is 0.760. (9) The reactants are [C:1]([O:5][C:6](=[O:19])[CH2:7][C@@H:8]([CH2:17][OH:18])[CH2:9][C@H:10]([CH3:16])[CH2:11][CH2:12][CH2:13][CH2:14][CH3:15])([CH3:4])([CH3:3])[CH3:2].[S:20](Cl)([C:23]1[CH:29]=[CH:28][C:26]([CH3:27])=[CH:25][CH:24]=1)(=[O:22])=[O:21].C(N(CC)CC)C. The catalyst is C(Cl)Cl.CN(C1C=CN=CC=1)C. The product is [C:1]([O:5][C:6](=[O:19])[CH2:7][C@@H:8]([CH2:17][O:18][S:20]([C:23]1[CH:29]=[CH:28][C:26]([CH3:27])=[CH:25][CH:24]=1)(=[O:22])=[O:21])[CH2:9][C@H:10]([CH3:16])[CH2:11][CH2:12][CH2:13][CH2:14][CH3:15])([CH3:3])([CH3:2])[CH3:4]. The yield is 0.960. (10) The reactants are C[C@@H:2]1[CH:6]([NH:7][CH3:8])[CH2:5][CH2:4][N:3]1[C:9]1[C:10]2[CH:17]=[CH:16][NH:15][C:11]=2[N:12]=[CH:13][N:14]=1.[F:18][C:19]1[CH:20]=[C:21]([CH:24]=[CH:25][C:26]=1F)[C:22]#[N:23].CCN(C(C)C)C(C)C.O. The catalyst is CS(C)=O. The product is [N:12]1[C:11]2[NH:15][CH:16]=[CH:17][C:10]=2[C:9]([N:3]2[CH2:4][CH2:5][C@@H:6]([N:7]([CH3:8])[C:26]3[CH:25]=[CH:24][C:21]([C:22]#[N:23])=[CH:20][C:19]=3[F:18])[CH2:2]2)=[N:14][CH:13]=1. The yield is 0.520.